Dataset: Blood-brain barrier permeability classification from the B3DB database. Task: Regression/Classification. Given a drug SMILES string, predict its absorption, distribution, metabolism, or excretion properties. Task type varies by dataset: regression for continuous measurements (e.g., permeability, clearance, half-life) or binary classification for categorical outcomes (e.g., BBB penetration, CYP inhibition). Dataset: b3db_classification. (1) The molecule is CN[C@H]1CCN2c3ccccc3CCc3cccc1c32. The result is 1 (penetrates BBB). (2) The drug is CCCCC[C@H](C)[C@H](C)c1cc(OC(=O)CCCN2CCCCCC2)c2c(c1)OC(C)(C)C1=C2C[C@@H](C)CC1. The result is 1 (penetrates BBB). (3) The molecule is CC(=O)Nc1c(I)c(C(=O)NC2C(O)OC(CO)C(O)C2O)c(I)c(N(C)C(C)=O)c1I. The result is 0 (does not penetrate BBB). (4) The molecule is CC1CCCCC1C. The result is 1 (penetrates BBB). (5) The molecule is CCN(CC)CCN1c2ccccc2Sc2ccccc21. The result is 1 (penetrates BBB). (6) The result is 1 (penetrates BBB). The compound is CC(C)C1(C(C)C)OC[C@@H](CO)O1. (7) The compound is COc1ccc2c3c1O[C@H]1[C@@H](OC(=O)c4cccnc4)CC[C@H]4[C@@H](C2)N(C)CC[C@]314. The result is 1 (penetrates BBB).